From a dataset of Peptide-MHC class I binding affinity with 185,985 pairs from IEDB/IMGT. Regression. Given a peptide amino acid sequence and an MHC pseudo amino acid sequence, predict their binding affinity value. This is MHC class I binding data. (1) The peptide sequence is FTFGDTALYV. The MHC is HLA-A02:02 with pseudo-sequence HLA-A02:02. The binding affinity (normalized) is 0.705. (2) The peptide sequence is WQFAIHYSF. The MHC is HLA-A68:02 with pseudo-sequence HLA-A68:02. The binding affinity (normalized) is 0.0847. (3) The peptide sequence is MAAAGATLY. The MHC is HLA-B58:01 with pseudo-sequence HLA-B58:01. The binding affinity (normalized) is 0.698. (4) The peptide sequence is KVGFIMLFH. The MHC is HLA-A24:03 with pseudo-sequence HLA-A24:03. The binding affinity (normalized) is 0.0847. (5) The peptide sequence is IAASNLEQF. The MHC is HLA-B58:01 with pseudo-sequence HLA-B58:01. The binding affinity (normalized) is 0.638. (6) The peptide sequence is PINRPIDWK. The MHC is Patr-A0301 with pseudo-sequence Patr-A0301. The binding affinity (normalized) is 0.124. (7) The peptide sequence is DELWRGLLA. The MHC is HLA-A24:03 with pseudo-sequence HLA-A24:03. The binding affinity (normalized) is 0.0847. (8) The peptide sequence is YSGNIVHRY. The MHC is HLA-B58:01 with pseudo-sequence HLA-B58:01. The binding affinity (normalized) is 0.614. (9) The peptide sequence is LSEEANWAF. The MHC is HLA-B46:01 with pseudo-sequence HLA-B46:01. The binding affinity (normalized) is 0.0847.